This data is from Reaction yield outcomes from USPTO patents with 853,638 reactions. The task is: Predict the reaction yield, written as a fraction of the theoretical maximum amount of product (1.0 means a 100% yield; for example, 0.34 means a 34% yield). The reactants are C(N1C=CN=C1)(N1C=CN=C1)=O.F[C:14]1[C:15]([C:20]([OH:22])=O)=[N:16][CH:17]=[CH:18][CH:19]=1.[NH2:23][C:24]1[N:29]=[C:28]([N:30]([CH3:38])[C:31]2[CH:36]=[CH:35][CH:34]=[C:33](C)[CH:32]=2)[N:27]=[C:26]([C:39]([NH:41]O)=[NH:40])[N:25]=1.[CH:43]1([NH2:46])[CH2:45][CH2:44]1. The catalyst is N1C=CC=CC=1.CCOC(C)=O. The product is [CH:43]1([NH:46][C:14]2[C:15]([C:20]3[O:22][N:40]=[C:39]([C:26]4[N:27]=[C:28]([N:30]([CH3:38])[C:31]5[CH:32]=[CH:33][CH:34]=[CH:35][CH:36]=5)[N:29]=[C:24]([NH2:23])[N:25]=4)[N:41]=3)=[N:16][CH:17]=[CH:18][CH:19]=2)[CH2:45][CH2:44]1. The yield is 0.170.